Dataset: Reaction yield outcomes from USPTO patents with 853,638 reactions. Task: Predict the reaction yield, written as a fraction of the theoretical maximum amount of product (1.0 means a 100% yield; for example, 0.34 means a 34% yield). (1) The reactants are [NH2:1][C:2]1[C:7]([NH2:8])=[C:6]([NH:9][C@@H:10]2[C@@H:15]3[CH2:16][C@@H:12]([CH:13]=[CH:14]3)[C@@H:11]2[C:17]([NH2:19])=[O:18])[C:5]([Br:20])=[CH:4][N:3]=1.[N:21]1([C:26]2[C:31]([CH:32]=O)=[CH:30][CH:29]=[CH:28][N:27]=2)[CH2:25][CH2:24][CH2:23][CH2:22]1. No catalyst specified. The product is [Br:20][C:5]1[C:6]([NH:9][C@@H:10]2[C@@H:15]3[CH2:16][C@@H:12]([CH:13]=[CH:14]3)[C@@H:11]2[C:17]([NH2:19])=[O:18])=[C:7]2[N:8]=[C:32]([C:31]3[C:26]([N:21]4[CH2:25][CH2:24][CH2:23][CH2:22]4)=[N:27][CH:28]=[CH:29][CH:30]=3)[NH:1][C:2]2=[N:3][CH:4]=1. The yield is 0.340. (2) The reactants are [CH3:1][C:2]1[CH:11]=[CH:10][C:5]2[N:6]=[C:7]([NH2:9])[S:8][C:4]=2[CH:3]=1.[C:12]1([CH3:21])[CH:17]=[CH:16][C:15]([C:18](Cl)=[O:19])=[CH:14][CH:13]=1.Br[CH:23]([CH3:29])[C:24]([O:26]CC)=[O:25].COC1C=CC2N=C(N)SC=2C=1.ClC1C=C(C=CC=1)C(Cl)=O.BrCC(OCC)=O. No catalyst specified. The product is [CH3:1][C:2]1[CH:11]=[CH:10][C:5]2[N:6]([CH:23]([CH3:29])[C:24]([OH:26])=[O:25])[C:7](=[N:9][C:18](=[O:19])[C:15]3[CH:16]=[CH:17][C:12]([CH3:21])=[CH:13][CH:14]=3)[S:8][C:4]=2[CH:3]=1. The yield is 0.310. (3) The reactants are [CH2:1]([C:5]1[N:6]=[C:7]([CH2:27][CH2:28][O:29][CH3:30])[NH:8][C:9](=[O:26])[C:10]=1[CH2:11][C:12]1[CH:17]=[CH:16][C:15]([C:18]2[C:19]([C:24]#[N:25])=[CH:20][CH:21]=[CH:22][CH:23]=2)=[CH:14][CH:13]=1)[CH2:2][CH2:3][CH3:4].[O:31]1[C:35]2[CH:36]=[CH:37][C:38](B(O)O)=[CH:39][C:34]=2[CH2:33][CH2:32]1.N1C=CC=CC=1.C(N(CC)CC)C. The catalyst is C(OCC)(=O)C.C([O-])(=O)C.[Cu+2].C([O-])(=O)C.ClCCl. The product is [CH2:1]([C:5]1[N:6]=[C:7]([CH2:27][CH2:28][O:29][CH3:30])[N:8]([C:38]2[CH:37]=[CH:36][C:35]3[O:31][CH2:32][CH2:33][C:34]=3[CH:39]=2)[C:9](=[O:26])[C:10]=1[CH2:11][C:12]1[CH:17]=[CH:16][C:15]([C:18]2[C:19]([C:24]#[N:25])=[CH:20][CH:21]=[CH:22][CH:23]=2)=[CH:14][CH:13]=1)[CH2:2][CH2:3][CH3:4]. The yield is 0.720. (4) The reactants are [CH:1]([O:4][C:5]([N:7]1[CH:12]([CH2:13][CH3:14])[CH2:11][C:10](=O)[CH2:9][CH:8]1[CH2:16][CH3:17])=[O:6])([CH3:3])[CH3:2].[CH3:18][N:19]1[CH:23]=[N:22][C:21]([NH2:24])=[N:20]1.C(O)(=O)C.C(O[BH-](OC(=O)C)OC(=O)C)(=O)C.[Na+]. The catalyst is ClC(Cl)C. The product is [CH:1]([O:4][C:5]([N:7]1[CH:12]([CH2:13][CH3:14])[CH2:11][CH:10]([NH:24][C:21]2[N:22]=[CH:23][N:19]([CH3:18])[N:20]=2)[CH2:9][CH:8]1[CH2:16][CH3:17])=[O:6])([CH3:3])[CH3:2]. The yield is 0.520.